Dataset: Reaction yield outcomes from USPTO patents with 853,638 reactions. Task: Predict the reaction yield, written as a fraction of the theoretical maximum amount of product (1.0 means a 100% yield; for example, 0.34 means a 34% yield). The catalyst is C(OC(C)C)(=O)C.O. The yield is 0.720. The product is [CH:1]1([NH:6][C:7]2[CH:8]=[CH:9][C:10]([C@H:13]3[C@@H:18]([C:19]([NH:37][C:36]4[CH:38]=[CH:39][C:33]([CH3:32])=[C:34]([C:40]([F:41])([F:42])[F:43])[CH:35]=4)=[O:20])[CH2:17][CH2:16][CH2:15][N:14]3[C:22](=[O:31])[C:23]3[C:28]([CH3:29])=[CH:27][CH:26]=[CH:25][C:24]=3[F:30])=[CH:11][CH:12]=2)[CH2:2][CH2:3][CH2:4][CH2:5]1. The reactants are [CH:1]1([NH:6][C:7]2[CH:12]=[CH:11][C:10]([C@H:13]3[C@@H:18]([C:19](O)=[O:20])[CH2:17][CH2:16][CH2:15][N:14]3[C:22](=[O:31])[C:23]3[C:28]([CH3:29])=[CH:27][CH:26]=[CH:25][C:24]=3[F:30])=[CH:9][CH:8]=2)[CH2:5][CH2:4][CH2:3][CH2:2]1.[CH3:32][C:33]1[CH:39]=[CH:38][C:36]([NH2:37])=[CH:35][C:34]=1[C:40]([F:43])([F:42])[F:41].CN1CCOCC1.CN(C(ON1N=NC2C=CC=NC1=2)=[N+](C)C)C.F[P-](F)(F)(F)(F)F.